Dataset: Full USPTO retrosynthesis dataset with 1.9M reactions from patents (1976-2016). Task: Predict the reactants needed to synthesize the given product. (1) Given the product [Br:1][C:2]1[CH:3]=[C:4]([C@H:9]([C:24]2([OH:26])[CH2:25][N:22]([CH:21]([C:27]3[CH:28]=[CH:29][CH:30]=[CH:31][CH:32]=3)[C:15]3[CH:20]=[CH:19][CH:18]=[CH:17][CH:16]=3)[CH2:23]2)[C:10]([O:12][CH2:13][CH3:14])=[O:11])[CH:5]=[C:6]([F:8])[CH:7]=1, predict the reactants needed to synthesize it. The reactants are: [Br:1][C:2]1[CH:3]=[C:4]([CH2:9][C:10]([O:12][CH2:13][CH3:14])=[O:11])[CH:5]=[C:6]([F:8])[CH:7]=1.[C:15]1([CH:21]([C:27]2[CH:32]=[CH:31][CH:30]=[CH:29][CH:28]=2)[N:22]2[CH2:25][C:24](=[O:26])[CH2:23]2)[CH:20]=[CH:19][CH:18]=[CH:17][CH:16]=1.CC1C(C)=C(C)[SiH](C)[SiH-](C)(C)C=1.[Li+]. (2) Given the product [Cl:27][C:24]1[CH:25]=[CH:26][C:20]2[O:19][C:18]([NH:17][C:1](=[O:15])[CH2:2][CH2:3][CH2:4][CH2:5][CH2:6][CH2:7][CH2:8][CH2:9][CH2:10][CH2:11][CH2:12][CH2:13][CH3:14])=[N:22][C:21]=2[CH:23]=1, predict the reactants needed to synthesize it. The reactants are: [C:1](Cl)(=[O:15])[CH2:2][CH2:3][CH2:4][CH2:5][CH2:6][CH2:7][CH2:8][CH2:9][CH2:10][CH2:11][CH2:12][CH2:13][CH3:14].[NH2:17][C:18]1[O:19][C:20]2[CH:26]=[CH:25][C:24]([Cl:27])=[CH:23][C:21]=2[N:22]=1. (3) Given the product [ClH:1].[ClH:1].[NH:12]1[CH2:11][CH2:10][CH:9]([C:4]2[C:29](=[O:34])[NH:28][C:23]3[C:22]([CH:3]=2)=[CH:27][CH:26]=[CH:25][N:24]=3)[CH2:14][CH2:13]1, predict the reactants needed to synthesize it. The reactants are: [ClH:1].O[CH:3]([C:22]1[C:23]([NH:28][C:29](=[O:34])C(C)(C)C)=[N:24][CH:25]=[CH:26][CH:27]=1)[CH:4]([CH:9]1[CH2:14][CH2:13][N:12](C(OC(C)(C)C)=O)[CH2:11][CH2:10]1)C(OC)=O. (4) Given the product [C:1]([C:5]1[CH:6]=[CH:7][C:8]([CH3:12])=[C:9]([OH:14])[CH:10]=1)([CH3:4])([CH3:3])[CH3:2], predict the reactants needed to synthesize it. The reactants are: [C:1]([C:5]1[CH:6]=[CH:7][C:8]([CH3:12])=[C:9](N)[CH:10]=1)([CH3:4])([CH3:3])[CH3:2].N([O-])=[O:14].[Na+]. (5) Given the product [CH2:1]([CH:3]1[C:16]2[C:11](=[CH:12][C:13]([CH3:17])=[CH:14][CH:15]=2)[C:10]2[CH:9]=[CH:8][CH:7]=[CH:6][C:5]=2[N:4]1[S:18]([C:21]1[CH:22]=[CH:23][C:24]([OH:27])=[CH:25][CH:26]=1)(=[O:20])=[O:19])[CH3:2], predict the reactants needed to synthesize it. The reactants are: [CH2:1]([CH:3]1[C:16]2[C:11](=[CH:12][C:13]([CH3:17])=[CH:14][CH:15]=2)[C:10]2[CH:9]=[CH:8][CH:7]=[CH:6][C:5]=2[N:4]1[S:18]([C:21]1[CH:26]=[CH:25][C:24]([O:27]C)=[CH:23][CH:22]=1)(=[O:20])=[O:19])[CH3:2].B(Cl)(Cl)Cl.ClCCl. (6) Given the product [F:20][C:18]1[CH:17]=[C:16]([C:21]2[CH2:28][CH:27]3[CH2:29][CH:23]([CH2:24][N:25]([C:30]([O:32][C:33]([CH3:36])([CH3:35])[CH3:34])=[O:31])[CH2:26]3)[CH:22]=2)[CH:15]=[C:14]([C:38]2[N:43]=[CH:42][CH:41]=[CH:40][N:39]=2)[CH:19]=1, predict the reactants needed to synthesize it. The reactants are: [Li]CCCC.C(=O)=O.CC(C)=O.Br[C:14]1[CH:15]=[C:16]([C:21]2[CH2:28][CH:27]3[CH2:29][CH:23]([CH2:24][N:25]([C:30]([O:32][C:33]([CH3:36])([CH3:35])[CH3:34])=[O:31])[CH2:26]3)[CH:22]=2)[CH:17]=[C:18]([F:20])[CH:19]=1.Br[C:38]1[N:43]=[CH:42][CH:41]=[CH:40][N:39]=1.[Na+].[Cl-]. (7) Given the product [CH:29]1([O:34][C:35](=[O:48])[C@@H:36]([NH:40][C:41]([O:43][C:44]([CH3:47])([CH3:46])[CH3:45])=[O:42])[CH2:37][CH2:38][O:1][C:2]2[CH:11]=[C:10]3[C:5]([C:6]([O:12][C:13]4[CH:18]=[CH:17][C:16]([NH:19][C:20]([C:22]5[S:23][CH:24]=[CH:25][CH:26]=5)=[O:21])=[CH:15][CH:14]=4)=[CH:7][CH:8]=[N:9]3)=[CH:4][C:3]=2[O:27][CH3:28])[CH2:30][CH2:31][CH2:32][CH2:33]1, predict the reactants needed to synthesize it. The reactants are: [OH:1][C:2]1[CH:11]=[C:10]2[C:5]([C:6]([O:12][C:13]3[CH:18]=[CH:17][C:16]([NH:19][C:20]([C:22]4[S:23][CH:24]=[CH:25][CH:26]=4)=[O:21])=[CH:15][CH:14]=3)=[CH:7][CH:8]=[N:9]2)=[CH:4][C:3]=1[O:27][CH3:28].[CH:29]1([O:34][C:35](=[O:48])[C@@H:36]([NH:40][C:41]([O:43][C:44]([CH3:47])([CH3:46])[CH3:45])=[O:42])[CH2:37][CH2:38]Br)[CH2:33][CH2:32][CH2:31][CH2:30]1.C([O-])([O-])=O.[K+].[K+].C(Cl)Cl. (8) Given the product [CH3:6][C:2]([C:3]([O:5][CH:11]1[CH2:12][CH2:13][CH:9]([CH3:8])[CH2:10]1)=[O:4])([CH3:7])[NH2:1], predict the reactants needed to synthesize it. The reactants are: [NH2:1][C:2]([CH3:7])([CH3:6])[C:3]([OH:5])=[O:4].[CH3:8][CH:9]1[CH2:13][CH2:12][CH:11](O)[CH2:10]1.C1(C)C=CC(S(O)(=O)=O)=CC=1. (9) Given the product [Br:1][C:2]1[CH:3]=[CH:4][C:5]([C:8]([CH3:13])([CH3:12])[C:9]([NH:20][CH:14]2[CH2:19][CH2:18][CH2:17][CH2:16][CH2:15]2)=[O:11])=[N:6][CH:7]=1, predict the reactants needed to synthesize it. The reactants are: [Br:1][C:2]1[CH:3]=[CH:4][C:5]([C:8]([CH3:13])([CH3:12])[C:9]([OH:11])=O)=[N:6][CH:7]=1.[CH:14]1([NH2:20])[CH2:19][CH2:18][CH2:17][CH2:16][CH2:15]1.CCCP(=O)=O.